This data is from Reaction yield outcomes from USPTO patents with 853,638 reactions. The task is: Predict the reaction yield, written as a fraction of the theoretical maximum amount of product (1.0 means a 100% yield; for example, 0.34 means a 34% yield). The reactants are [Cl:1][C:2]1[CH:3]=[C:4]([CH:9]2[CH2:13][N:12]([C:14]([CH:16]3[CH2:21][CH2:20][NH:19][CH2:18][CH2:17]3)=[O:15])[CH2:11][CH:10]2[N:22]([CH3:37])[C:23](=[O:36])[C:24]2[CH:29]=[CH:28][C:27]([O:30][CH3:31])=[C:26]([C:32]([F:35])([F:34])[F:33])[CH:25]=2)[CH:5]=[CH:6][C:7]=1[Cl:8].Cl[CH2:39][C:40]([F:42])=[CH2:41]. The catalyst is C1COCC1.C(OCC)(=O)C. The product is [Cl:1][C:2]1[CH:3]=[C:4]([CH:9]2[CH2:13][N:12]([C:14]([CH:16]3[CH2:21][CH2:20][N:19]([CH2:41][C:40]([F:42])=[CH2:39])[CH2:18][CH2:17]3)=[O:15])[CH2:11][CH:10]2[N:22]([CH3:37])[C:23](=[O:36])[C:24]2[CH:29]=[CH:28][C:27]([O:30][CH3:31])=[C:26]([C:32]([F:33])([F:34])[F:35])[CH:25]=2)[CH:5]=[CH:6][C:7]=1[Cl:8]. The yield is 0.470.